This data is from Full USPTO retrosynthesis dataset with 1.9M reactions from patents (1976-2016). The task is: Predict the reactants needed to synthesize the given product. Given the product [O:4]1[C:8]2[CH:9]=[CH:10][CH:11]=[C:12]([N:13]3[CH2:18][CH2:17][N:16]([CH2:19][CH2:20][C@H:21]4[CH2:26][CH2:25][C@H:24]([NH:27][C:31](=[O:32])[C@H:30]([O:29][CH3:28])[CH3:34])[CH2:23][CH2:22]4)[CH2:15][CH2:14]3)[C:7]=2[O:6][CH2:5]1, predict the reactants needed to synthesize it. The reactants are: Cl.Cl.Cl.[O:4]1[C:8]2[CH:9]=[CH:10][CH:11]=[C:12]([N:13]3[CH2:18][CH2:17][N:16]([CH2:19][CH2:20][C@H:21]4[CH2:26][CH2:25][C@H:24]([NH2:27])[CH2:23][CH2:22]4)[CH2:15][CH2:14]3)[C:7]=2[O:6][CH2:5]1.[CH3:28][O:29][C@H:30]([CH3:34])[C:31](O)=[O:32].